This data is from Catalyst prediction with 721,799 reactions and 888 catalyst types from USPTO. The task is: Predict which catalyst facilitates the given reaction. Reactant: [F:1][C:2]1[CH:3]=[C:4]2[C:8](=[CH:9][CH:10]=1)[NH:7][C:6](=[O:11])[CH2:5]2.C[Si]([N-][Si](C)(C)C)(C)C.[Li+].[CH2:22]([CH:24]1[C:28]2[CH:29]=[N:30][CH:31]=[CH:32][C:27]=2[C:26](=O)[O:25]1)[CH3:23].Cl. Product: [CH2:22]([CH:24]1[C:28]2[CH:29]=[N:30][CH:31]=[CH:32][C:27]=2[C:26](=[C:5]2[C:4]3[C:8](=[CH:9][CH:10]=[C:2]([F:1])[CH:3]=3)[NH:7][C:6]2=[O:11])[O:25]1)[CH3:23]. The catalyst class is: 1.